Dataset: Full USPTO retrosynthesis dataset with 1.9M reactions from patents (1976-2016). Task: Predict the reactants needed to synthesize the given product. (1) Given the product [C:16]1([N:15]2[C:13]3=[N:14][C:9]([OH:8])=[CH:10][CH:11]=[C:12]3[N:22]=[C:23]2[CH2:24][CH2:25][CH3:26])[CH:17]=[CH:18][CH:19]=[CH:20][CH:21]=1, predict the reactants needed to synthesize it. The reactants are: C([O:8][C:9]1[N:14]=[C:13]([NH:15][C:16]2[CH:21]=[CH:20][CH:19]=[CH:18][CH:17]=2)[C:12]([NH2:22])=[CH:11][CH:10]=1)C1C=CC=CC=1.[C:23](OC)(OC)(OC)[CH2:24][CH2:25][CH3:26]. (2) Given the product [CH2:7]([O:6][CH2:5][CH2:4][N:16]1[CH2:17][CH2:18][C:19]2[O:23][CH:22]=[C:21]([C:24]([OH:26])=[O:25])[C:20]=2[C:15]1=[O:14])[C:8]1[CH:13]=[CH:12][CH:11]=[CH:10][CH:9]=1, predict the reactants needed to synthesize it. The reactants are: [H-].[Na+].Br[CH2:4][CH2:5][O:6][CH2:7][C:8]1[CH:13]=[CH:12][CH:11]=[CH:10][CH:9]=1.[O:14]=[C:15]1[C:20]2[C:21]([C:24]([OH:26])=[O:25])=[CH:22][O:23][C:19]=2[CH2:18][CH2:17][NH:16]1.O. (3) The reactants are: S(Cl)(Cl)=O.[C:5]([O:8][CH2:9][C:10]([CH3:40])([CH3:39])[CH2:11][N:12]1[C:18]2[CH:19]=[CH:20][C:21]([Cl:23])=[CH:22][C:17]=2[C@@H:16]([C:24]2[CH:29]=[CH:28][CH:27]=[C:26]([O:30][CH3:31])[C:25]=2[O:32][CH3:33])[O:15][C@H:14]([CH2:34][C:35](O)=[O:36])[C:13]1=[O:38])(=[O:7])[CH3:6].[S:41]1[CH:45]=[CH:44][CH:43]=[C:42]1[CH2:46][C:47]([O:49][CH2:50][CH3:51])=[O:48].[Sn](Cl)(Cl)(Cl)Cl. Given the product [C:5]([O:8][CH2:9][C:10]([CH3:40])([CH3:39])[CH2:11][N:12]1[C:18]2[CH:19]=[CH:20][C:21]([Cl:23])=[CH:22][C:17]=2[C@@H:16]([C:24]2[CH:29]=[CH:28][CH:27]=[C:26]([O:30][CH3:31])[C:25]=2[O:32][CH3:33])[O:15][C@H:14]([CH2:34][C:35]([C:45]2[S:41][C:42]([CH2:46][C:47]([O:49][CH2:50][CH3:51])=[O:48])=[CH:43][CH:44]=2)=[O:36])[C:13]1=[O:38])(=[O:7])[CH3:6], predict the reactants needed to synthesize it. (4) Given the product [Br:33][C:3]1[CH:4]=[C:5]([CH:31]=[CH:32][C:2]=1[N:1]=[C:40]1[S:39][S:38][N:37]=[C:36]1[Cl:35])[C:6]([NH:8][C:9]1[C:14]([CH3:15])=[CH:13][C:12]([C:16]([F:28])([C:21]([F:26])([F:27])[C:22]([F:23])([F:24])[F:25])[C:17]([F:19])([F:20])[F:18])=[CH:11][C:10]=1[CH2:29][CH3:30])=[O:7], predict the reactants needed to synthesize it. The reactants are: [NH2:1][C:2]1[CH:32]=[CH:31][C:5]([C:6]([NH:8][C:9]2[C:14]([CH3:15])=[CH:13][C:12]([C:16]([F:28])([C:21]([F:27])([F:26])[C:22]([F:25])([F:24])[F:23])[C:17]([F:20])([F:19])[F:18])=[CH:11][C:10]=2[CH2:29][CH3:30])=[O:7])=[CH:4][C:3]=1[Br:33].[Cl-].[Cl:35][C:36]1[C:40](Cl)=[S+:39][S:38][N:37]=1.N1C=CC=CC=1. (5) Given the product [F:17][C:18]1[CH:19]=[CH:20][C:21]([N:24]2[CH:28]=[N:27][C:26]([C:29]([NH:16][C@H:13]3[CH2:14][CH2:15][N:11]([C:7]4[C:6]5[N:5]([CH:4]=[CH:3][N:2]=5)[CH:10]=[CH:9][N:8]=4)[CH2:12]3)=[O:30])=[N:25]2)=[CH:22][CH:23]=1, predict the reactants needed to synthesize it. The reactants are: Cl.[N:2]1[CH:3]=[CH:4][N:5]2[CH:10]=[CH:9][N:8]=[C:7]([N:11]3[CH2:15][CH2:14][C@H:13]([NH2:16])[CH2:12]3)[C:6]=12.[F:17][C:18]1[CH:23]=[CH:22][C:21]([N:24]2[CH:28]=[N:27][C:26]([C:29](O)=[O:30])=[N:25]2)=[CH:20][CH:19]=1.C(N(CC)C(C)C)C.CN(C(ON1N=NC2C=CC=NC1=2)=[N+](C)C)C.F[P-](F)(F)(F)(F)F. (6) Given the product [NH:37]1[CH2:36][CH:35]([O:34][C:29]2[CH:30]=[C:31]3[C:26](=[CH:27][C:28]=2[O:46][CH3:47])[N:25]=[C:24]([C:4]2[CH:5]=[CH:6][C:7]([CH2:8][C:9]([NH:10][C:11]4[CH:15]=[C:14]([C:16]5([C:19]([F:22])([F:20])[F:21])[CH2:17][CH2:18]5)[O:13][N:12]=4)=[O:23])=[C:2]([F:1])[CH:3]=2)[CH:33]=[N:32]3)[CH2:38]1, predict the reactants needed to synthesize it. The reactants are: [F:1][C:2]1[CH:3]=[C:4]([C:24]2[CH:33]=[N:32][C:31]3[C:26](=[CH:27][C:28]([O:46][CH3:47])=[C:29]([O:34][CH:35]4[CH2:38][N:37](C(OC(C)(C)C)=O)[CH2:36]4)[CH:30]=3)[N:25]=2)[CH:5]=[CH:6][C:7]=1[CH2:8][C:9](=[O:23])[NH:10][C:11]1[CH:15]=[C:14]([C:16]2([C:19]([F:22])([F:21])[F:20])[CH2:18][CH2:17]2)[O:13][N:12]=1.C(O)(C(F)(F)F)=O.